Dataset: Forward reaction prediction with 1.9M reactions from USPTO patents (1976-2016). Task: Predict the product of the given reaction. Given the reactants Cl.[NH:2]1[C:10]2[C:5](=[CH:6][CH:7]=[CH:8][CH:9]=2)[CH2:4][C@H:3]1[C:11]([O:13][CH2:14][CH3:15])=[O:12].[C:16]([O:20][C:21]([NH:23][CH2:24][C:25](O)=[O:26])=[O:22])([CH3:19])([CH3:18])[CH3:17], predict the reaction product. The product is: [C:16]([O:20][C:21]([NH:23][CH2:24][C:25]([N:2]1[C:10]2[C:5](=[CH:6][CH:7]=[CH:8][CH:9]=2)[CH2:4][C@H:3]1[C:11]([O:13][CH2:14][CH3:15])=[O:12])=[O:26])=[O:22])([CH3:19])([CH3:18])[CH3:17].